From a dataset of Hepatocyte clearance measurements from AstraZeneca. Regression/Classification. Given a drug SMILES string, predict its absorption, distribution, metabolism, or excretion properties. Task type varies by dataset: regression for continuous measurements (e.g., permeability, clearance, half-life) or binary classification for categorical outcomes (e.g., BBB penetration, CYP inhibition). For this dataset (clearance_hepatocyte_az), we predict log10(clearance) (log10 of the in vitro intrinsic clearance, CLint, in uL/min per 10^6 hepatocytes; values are censored to the assay range of 3 to 150, which is 0.477 to 2.18 on this log10 scale). The drug is CC[C@H](Nc1ncnc2[nH]cnc12)c1nc2cccc(F)c2c(=O)n1-c1ccccc1. The log10(clearance) is 0.720.